This data is from Catalyst prediction with 721,799 reactions and 888 catalyst types from USPTO. The task is: Predict which catalyst facilitates the given reaction. (1) Reactant: [C:1]([O:5][C:6]([NH:8][C@H:9]1[CH2:14][CH2:13][C@H:12]([NH:15][C:16]2[C:21]([CH3:22])=[C:20]([N:23]([O:35][C:36]([CH3:39])([CH3:38])[CH3:37])[C:24]([C:26]3[CH:31]=[CH:30][C:29]([O:32][CH2:33][CH3:34])=[CH:28][CH:27]=3)=[O:25])[N:19]3[N:40]=[CH:41][C:42]([C:43]([O:45]CC)=[O:44])=[C:18]3[N:17]=2)[CH2:11][CH2:10]1)=[O:7])([CH3:4])([CH3:3])[CH3:2].[OH-].[Na+].Cl. Product: [C:1]([O:5][C:6]([NH:8][C@H:9]1[CH2:10][CH2:11][C@H:12]([NH:15][C:16]2[C:21]([CH3:22])=[C:20]([N:23]([O:35][C:36]([CH3:37])([CH3:38])[CH3:39])[C:24]([C:26]3[CH:27]=[CH:28][C:29]([O:32][CH2:33][CH3:34])=[CH:30][CH:31]=3)=[O:25])[N:19]3[N:40]=[CH:41][C:42]([C:43]([OH:45])=[O:44])=[C:18]3[N:17]=2)[CH2:13][CH2:14]1)=[O:7])([CH3:2])([CH3:3])[CH3:4]. The catalyst class is: 41. (2) Reactant: [CH:1]([NH:4][CH:5]([CH3:7])C)([CH3:3])C.[Li]CCCC.[C:13](=[N:16][CH2:17][CH:18]([CH3:20])[CH3:19])([CH3:15])[CH3:14].CSC1CCCN=1. Product: [CH3:14]/[C:13](/[NH:16][CH2:17][CH:18]([CH3:20])[CH3:19])=[CH:15]/[C:1]1[CH2:3][CH2:7][CH2:5][N:4]=1. The catalyst class is: 1. (3) Reactant: [Cl-].[Cl-].[Cl-].[Al+3].[F:5][C:6]1[C:7]([C:14]2[CH:19]=[CH:18][C:17]([O:20]C)=[C:16]([F:22])[CH:15]=2)=[N:8][CH:9]=[C:10]([CH:13]=1)[C:11]#[N:12]. The catalyst class is: 11. Product: [F:5][C:6]1[C:7]([C:14]2[CH:19]=[CH:18][C:17]([OH:20])=[C:16]([F:22])[CH:15]=2)=[N:8][CH:9]=[C:10]([CH:13]=1)[C:11]#[N:12]. (4) Reactant: [C:1]1([S:7]([NH:10][C:11]2[CH:12]=[C:13]([CH:19]=[CH:20][CH:21]=2)[C:14]([O:16]CC)=O)(=[O:9])=[O:8])[CH:6]=[CH:5][CH:4]=[CH:3][CH:2]=1.[Li+].C[Si]([N-][Si](C)(C)C)(C)C.[Cl:32][C:33]1[N:38]=[C:37]([CH3:39])[CH:36]=[CH:35][N:34]=1. Product: [Cl:32][C:33]1[N:38]=[C:37]([CH2:39][C:14]([C:13]2[CH:12]=[C:11]([NH:10][S:7]([C:1]3[CH:2]=[CH:3][CH:4]=[CH:5][CH:6]=3)(=[O:8])=[O:9])[CH:21]=[CH:20][CH:19]=2)=[O:16])[CH:36]=[CH:35][N:34]=1. The catalyst class is: 1.